Dataset: Forward reaction prediction with 1.9M reactions from USPTO patents (1976-2016). Task: Predict the product of the given reaction. (1) Given the reactants Br[C:2]1[CH:3]=[CH:4][C:5]([N:10]2[CH2:31][CH2:30][C:13]3[N:14]=[CH:15][N:16]=[C:17]([NH:18][CH2:19][C:20]4[CH:21]=[N:22][C:23]([C:26]([F:29])([F:28])[F:27])=[CH:24][CH:25]=4)[C:12]=3[CH2:11]2)=[C:6]([CH:9]=1)[C:7]#[N:8].[CH3:32]B(O)O.P([O-])([O-])([O-])=O.[K+].[K+].[K+].C1(P(C2CCCCC2)C2CCCCC2)CCCCC1, predict the reaction product. The product is: [CH3:32][C:2]1[CH:3]=[CH:4][C:5]([N:10]2[CH2:31][CH2:30][C:13]3[N:14]=[CH:15][N:16]=[C:17]([NH:18][CH2:19][C:20]4[CH:21]=[N:22][C:23]([C:26]([F:28])([F:29])[F:27])=[CH:24][CH:25]=4)[C:12]=3[CH2:11]2)=[C:6]([CH:9]=1)[C:7]#[N:8]. (2) Given the reactants N1C=CN=C1.[C:6]([Si:10]([CH3:13])([CH3:12])Cl)([CH3:9])([CH3:8])[CH3:7].CN(C)C=O.[CH2:19]([N:26]1[CH2:31][CH2:30][C:29]([OH:32])=[C:28]([C:33](OC)=[O:34])[CH2:27]1)[C:20]1[CH:25]=[CH:24][CH:23]=[CH:22][CH:21]=1, predict the reaction product. The product is: [CH2:19]([N:26]1[CH2:31][CH2:30][C:29](=[O:32])[CH:28]([CH2:33][O:34][Si:10]([C:6]([CH3:9])([CH3:8])[CH3:7])([CH3:13])[CH3:12])[CH2:27]1)[C:20]1[CH:21]=[CH:22][CH:23]=[CH:24][CH:25]=1. (3) Given the reactants [NH2:1][C@H:2]([CH3:18])[CH2:3][N:4]1[CH:8]=[CH:7][C:6]([C:9]2[CH:16]=[CH:15][C:12]([C:13]#[N:14])=[C:11]([Cl:17])[CH:10]=2)=[N:5]1.[CH3:19][O:20][C:21]1[S:25][C:24]([C:26](O)=[O:27])=[N:23][CH:22]=1, predict the reaction product. The product is: [Cl:17][C:11]1[CH:10]=[C:9]([C:6]2[CH:7]=[CH:8][N:4]([CH2:3][C@H:2]([NH:1][C:26]([C:24]3[S:25][C:21]([O:20][CH3:19])=[CH:22][N:23]=3)=[O:27])[CH3:18])[N:5]=2)[CH:16]=[CH:15][C:12]=1[C:13]#[N:14]. (4) Given the reactants [C:1]([O:5][C:6]([NH:8][C@@H:9]1[CH2:14][CH2:13][C@H:12]([NH:15][C@@H:16]([C:25]([O:27]C)=[O:26])[CH2:17][C:18]2[CH:23]=[CH:22][C:21]([Cl:24])=[CH:20][CH:19]=2)[CH2:11][CH2:10]1)=[O:7])([CH3:4])([CH3:3])[CH3:2].[OH-].[Na+], predict the reaction product. The product is: [C:1]([O:5][C:6]([NH:8][C@@H:9]1[CH2:10][CH2:11][C@H:12]([NH:15][C@@H:16]([C:25]([OH:27])=[O:26])[CH2:17][C:18]2[CH:19]=[CH:20][C:21]([Cl:24])=[CH:22][CH:23]=2)[CH2:13][CH2:14]1)=[O:7])([CH3:4])([CH3:2])[CH3:3]. (5) Given the reactants C(OC(N1CCN([S:14]([C:17]2[N:18](S(C3C=CC=CC=3)(=O)=O)[C:19]3[C:24]([CH:25]=2)=[CH:23][C:22]([Cl:26])=[CH:21][CH:20]=3)(=[O:16])=[O:15])CC1CC(OC)=O)=O)(C)(C)C.[OH-].[Na+].[Cl-].[NH4+:44].[C:53](O[C:53]([O:55][C:56]([CH3:59])([CH3:58])[CH3:57])=[O:54])([O:55][C:56]([CH3:59])([CH3:58])[CH3:57])=[O:54].[C:60](=[O:63])(O)[O-].[NH4+:64].[N:65]1[CH:70]=[CH:69][CH:68]=[CH:67][CH:66]=1, predict the reaction product. The product is: [C:56]([O:55][C:53]([N:44]1[CH2:69][CH2:70][NH:65][CH2:66][C:67]1([S:14]([C:17]1[NH:18][C:19]2[C:24]([CH:25]=1)=[CH:23][C:22]([Cl:26])=[CH:21][CH:20]=2)(=[O:15])=[O:16])[CH2:68][C:60](=[O:63])[NH2:64])=[O:54])([CH3:57])([CH3:58])[CH3:59].